From a dataset of Full USPTO retrosynthesis dataset with 1.9M reactions from patents (1976-2016). Predict the reactants needed to synthesize the given product. (1) Given the product [NH2:11][C:10]1[CH:9]=[CH:8][C:7]([CH2:14][C:15]([O:17][CH3:18])=[O:16])=[CH:6][C:5]=1[C:3](=[O:4])[N:2]([CH3:1])[CH3:19], predict the reactants needed to synthesize it. The reactants are: [CH3:1][N:2]([CH3:19])[C:3]([C:5]1[CH:6]=[C:7]([CH2:14][C:15]([O:17][CH3:18])=[O:16])[CH:8]=[CH:9][C:10]=1[N+:11]([O-])=O)=[O:4].C1(C)C=CC=CC=1. (2) Given the product [CH2:6]([O:8][CH:9]([O:11][CH2:12][CH2:13][CH2:14][CH2:15][CH2:16][CH2:17][CH2:22][C:21]([Br:23])=[CH2:20])[CH3:10])[CH3:7], predict the reactants needed to synthesize it. The reactants are: [Mg].BrCCBr.[CH2:6]([O:8][CH:9]([O:11][CH2:12][CH2:13][CH2:14][CH2:15][CH2:16][CH2:17]Br)[CH3:10])[CH3:7].Br[CH2:20][C:21]([Br:23])=[CH2:22]. (3) The reactants are: [C:1]([O:5][C:6]([N:8]1[CH2:12][CH:11]([CH2:13][NH:14][CH:15]2[CH2:18][CH2:17][CH2:16]2)[CH:10]([CH2:19][C:20]2[CH:25]=[CH:24][CH:23]=[CH:22][CH:21]=2)[CH2:9]1)=[O:7])([CH3:4])([CH3:3])[CH3:2].[O:26]=[C:27]1[CH2:36][CH:35]([C:37](O)=[O:38])[C:34]2[C:29](=[CH:30][CH:31]=[CH:32][CH:33]=2)[NH:28]1. Given the product [C:1]([O:5][C:6]([N:8]1[CH2:12][C@@H:11]([CH2:13][N:14]([CH:15]2[CH2:18][CH2:17][CH2:16]2)[C:37]([CH:35]2[C:34]3[C:29](=[CH:30][CH:31]=[CH:32][CH:33]=3)[NH:28][C:27](=[O:26])[CH2:36]2)=[O:38])[C@H:10]([CH2:19][C:20]2[CH:21]=[CH:22][CH:23]=[CH:24][CH:25]=2)[CH2:9]1)=[O:7])([CH3:4])([CH3:2])[CH3:3], predict the reactants needed to synthesize it. (4) Given the product [Cl:1][C:2]1[CH:7]=[CH:6][C:5]([CH2:8][C@@H:9]([NH:29][C:30]([C@@H:32]2[CH2:36][CH2:35][CH2:34][NH:33]2)=[O:31])[C:10]([N:12]2[CH2:17][CH2:16][CH:15]([C:18]3[CH:23]=[CH:22][CH:21]=[CH:20][C:19]=3[NH:24][S:25]([CH3:28])(=[O:27])=[O:26])[CH2:14][CH2:13]2)=[O:11])=[CH:4][CH:3]=1, predict the reactants needed to synthesize it. The reactants are: [Cl:1][C:2]1[CH:7]=[CH:6][C:5]([CH2:8][C@@H:9]([NH:29][C:30]([C@@H:32]2[CH2:36][CH2:35][CH2:34][N:33]2C(OC(C)(C)C)=O)=[O:31])[C:10]([N:12]2[CH2:17][CH2:16][CH:15]([C:18]3[CH:23]=[CH:22][CH:21]=[CH:20][C:19]=3[NH:24][S:25]([CH3:28])(=[O:27])=[O:26])[CH2:14][CH2:13]2)=[O:11])=[CH:4][CH:3]=1.C(O)(C(F)(F)F)=O. (5) Given the product [CH3:3][S:4]([N:7]1[CH2:16][CH2:15][C:14]2[C:9](=[CH:10][CH:11]=[C:12]([O:17][CH2:18][CH2:19][CH2:20][CH:21]3[CH2:26][CH2:25][N:24]([C:27]4[N:28]=[CH:29][C:30]([CH2:33][OH:34])=[CH:31][N:32]=4)[CH2:23][CH2:22]3)[CH:13]=2)[CH2:8]1)(=[O:6])=[O:5], predict the reactants needed to synthesize it. The reactants are: [Li+].[BH4-].[CH3:3][S:4]([N:7]1[CH2:16][CH2:15][C:14]2[C:9](=[CH:10][CH:11]=[C:12]([O:17][CH2:18][CH2:19][CH2:20][CH:21]3[CH2:26][CH2:25][N:24]([C:27]4[N:32]=[CH:31][C:30]([C:33](OC)=[O:34])=[CH:29][N:28]=4)[CH2:23][CH2:22]3)[CH:13]=2)[CH2:8]1)(=[O:6])=[O:5]. (6) Given the product [CH:1]1([C:6]([OH:31])([CH2:21][C:22]2[O:23][C:24]([CH3:30])([CH3:29])[O:25][C:26](=[O:28])[CH:27]=2)[CH2:7][CH2:8][C:9]2[CH:14]=[CH:13][C:12]([C:15]([CH3:18])([CH3:19])[C:16]#[N:17])=[C:11]([F:20])[CH:10]=2)[CH2:5][CH2:4][CH2:3][CH2:2]1, predict the reactants needed to synthesize it. The reactants are: [CH:1]1([C:6]([OH:31])([CH2:21][C:22]2[O:23][C:24]([CH3:30])([CH3:29])[O:25][C:26](=[O:28])[CH:27]=2)[C:7]#[C:8][C:9]2[CH:14]=[CH:13][C:12]([C:15]([CH3:19])([CH3:18])[C:16]#[N:17])=[C:11]([F:20])[CH:10]=2)[CH2:5][CH2:4][CH2:3][CH2:2]1.C1(C(O)(CC2OC(C)(C)OC(=O)C=2)C#CC2C=CC(C3(C#N)CC3)=C(F)C=2)CCCC1. (7) Given the product [F:1][C:2]1[CH:9]=[CH:8][CH:7]=[C:6]([CH:15]=[O:14])[C:3]=1[CH:4]=[O:5], predict the reactants needed to synthesize it. The reactants are: [F:1][C:2]1[CH:9]=[CH:8][C:7](F)=[CH:6][C:3]=1[CH:4]=[O:5].[S-2].[Li+].[Li+].[OH2:14].[CH3:15]S(C)=O.